Dataset: Catalyst prediction with 721,799 reactions and 888 catalyst types from USPTO. Task: Predict which catalyst facilitates the given reaction. (1) Reactant: [CH3:1][NH:2][C:3]1[C:8]([NH2:9])=[CH:7][CH:6]=[CH:5][N:4]=1.[CH2:10]([O:12][CH:13]([O:18][CH2:19][CH3:20])C(=N)OC)[CH3:11].[C:21](O)(=O)C. Product: [CH2:10]([O:12][CH:13]([O:18][CH2:19][CH3:20])[C:1]1[N:2]([CH3:21])[C:3]2=[N:4][CH:5]=[CH:6][CH:7]=[C:8]2[N:9]=1)[CH3:11]. The catalyst class is: 57. (2) Reactant: [CH3:1][C:2]1[N:7]=[C:6]([N+:8]([O-:10])=[O:9])[C:5]([OH:11])=[CH:4][CH:3]=1.[C:12]([O-])([O-])=O.[K+].[K+].CI. Product: [CH3:12][O:11][C:5]1[C:6]([N+:8]([O-:10])=[O:9])=[N:7][C:2]([CH3:1])=[CH:3][CH:4]=1. The catalyst class is: 21. (3) Reactant: [C:1]([C:3]([C:6]1[CH:7]=[C:8]([CH:13]=[C:14]([N+:16]([O-])=O)[CH:15]=1)[C:9]([O:11][CH3:12])=[O:10])([CH3:5])[CH3:4])#[N:2]. Product: [NH2:16][C:14]1[CH:13]=[C:8]([CH:7]=[C:6]([C:3]([C:1]#[N:2])([CH3:4])[CH3:5])[CH:15]=1)[C:9]([O:11][CH3:12])=[O:10]. The catalyst class is: 19. (4) Reactant: Br[C:2]1[CH:7]=[CH:6][CH:5]=[CH:4][N:3]=1.[Li]CCCC.[Cl:13][C:14]1[CH:15]=[C:16]([CH:20]([C:22]2([C:26]#N)[CH2:25][CH2:24][CH2:23]2)C)[CH:17]=[CH:18][CH:19]=1.[OH:28]S(O)(=O)=O. Product: [Cl:13][C:14]1[CH:15]=[C:16]([CH:17]=[CH:18][CH:19]=1)[CH2:20][C:22]1([C:26]([C:2]2[CH:7]=[CH:6][CH:5]=[CH:4][N:3]=2)=[O:28])[CH2:25][CH2:24][CH2:23]1. The catalyst class is: 1. (5) Reactant: [F:1][C:2]1[CH:3]=[C:4]([N:9]2[C:16](=[S:17])[N:15]([C:18]3[CH:19]=[C:20]([C:26]([F:29])([F:28])[F:27])[C:21]([C:24]#[N:25])=[N:22][CH:23]=3)[C:14](=[O:30])[C:10]32[CH2:13][CH2:12][CH2:11]3)[CH:5]=[CH:6][C:7]=1[OH:8].[N:31]1([CH2:36][CH2:37]O)[CH2:35][CH2:34][CH2:33][CH2:32]1.C1(P(C2C=CC=CC=2)C2C=CC=CC=2)C=CC=CC=1.N(C(OC(C)C)=O)=NC(OC(C)C)=O. Product: [F:1][C:2]1[CH:3]=[C:4]([N:9]2[C:16](=[S:17])[N:15]([C:18]3[CH:19]=[C:20]([C:26]([F:29])([F:27])[F:28])[C:21]([C:24]#[N:25])=[N:22][CH:23]=3)[C:14](=[O:30])[C:10]32[CH2:11][CH2:12][CH2:13]3)[CH:5]=[CH:6][C:7]=1[O:8][CH2:37][CH2:36][N:31]1[CH2:35][CH2:34][CH2:33][CH2:32]1. The catalyst class is: 1. (6) Reactant: Cl[C:2](=[CH2:17])[CH2:3][C:4]1[C:13]2[O:12][C@@H:11]([CH2:14][OH:15])[CH2:10][O:9][C:8]=2[CH:7]=[CH:6][C:5]=1[OH:16].C(=O)([O-])[O-].[K+].[K+]. The catalyst class is: 55. Product: [CH3:17][C:2]1[O:16][C:5]2[CH:6]=[CH:7][C:8]3[O:9][CH2:10][CH:11]([CH2:14][OH:15])[O:12][C:13]=3[C:4]=2[CH:3]=1.